From a dataset of Catalyst prediction with 721,799 reactions and 888 catalyst types from USPTO. Predict which catalyst facilitates the given reaction. (1) Reactant: [CH3:1][O:2][C:3]1[N:8]=[CH:7][C:6]([CH:9]([CH:13]2C(=O)OC(C)(C)[O:15][C:14]2=[O:22])[C:10]#[C:11][CH3:12])=[CH:5][CH:4]=1.CN(C=O)C. Product: [CH3:1][O:2][C:3]1[N:8]=[CH:7][C:6]([CH:9]([C:10]#[C:11][CH3:12])[CH2:13][C:14]([OH:22])=[O:15])=[CH:5][CH:4]=1. The catalyst class is: 6. (2) Reactant: [Cl:1][C:2]1[CH:7]=[CH:6][C:5]([C:8](O)([CH3:26])[CH2:9][N:10]2[C:18]3[CH:17]=[CH:16][C:15]([CH3:19])=[CH:14][C:13]=3[C:12]3[CH2:20][CH2:21][N:22]([CH3:25])[CH2:23][CH2:24][C:11]2=3)=[CH:4][CH:3]=1.OS(O)(=O)=O.[OH-].[K+]. Product: [Cl:1][C:2]1[CH:3]=[CH:4][C:5](/[C:8](/[CH3:26])=[CH:9]/[N:10]2[C:18]3[CH:17]=[CH:16][C:15]([CH3:19])=[CH:14][C:13]=3[C:12]3[CH2:20][CH2:21][N:22]([CH3:25])[CH2:23][CH2:24][C:11]2=3)=[CH:6][CH:7]=1. The catalyst class is: 6.